This data is from Catalyst prediction with 721,799 reactions and 888 catalyst types from USPTO. The task is: Predict which catalyst facilitates the given reaction. (1) Reactant: [Br:1][C:2]1[CH:11]=[CH:10][C:5]([C:6]([O:8][CH3:9])=[O:7])=[CH:4][C:3]=1[CH3:12].[Br:13]N1C(=O)CCC1=O.N(C1(C#N)CCCCC1)=NC1(C#N)CCCCC1. Product: [Br:1][C:2]1[CH:11]=[CH:10][C:5]([C:6]([O:8][CH3:9])=[O:7])=[CH:4][C:3]=1[CH2:12][Br:13]. The catalyst class is: 10. (2) Reactant: [C:1](Cl)(Cl)=[O:2].[OH:5][C:6]1[N:11]=[CH:10][C:9]([N:12]2[C:17](=[O:18])[CH2:16][C:15]([CH3:20])([CH3:19])[CH2:14][C:13]2=[O:21])=[CH:8][CH:7]=1.C(N(CC)CC)C.N12CCN(CC1)CC2.[N:37]1[CH:42]=[CH:41][CH:40]=[CH:39][C:38]=1[N:43]1[CH2:48][CH2:47][NH:46][CH2:45][CH2:44]1. Product: [CH3:20][C:15]1([CH3:19])[CH2:16][C:17](=[O:18])[N:12]([C:9]2[CH:10]=[N:11][C:6]([O:5][C:1]([N:46]3[CH2:47][CH2:48][N:43]([C:38]4[CH:39]=[CH:40][CH:41]=[CH:42][N:37]=4)[CH2:44][CH2:45]3)=[O:2])=[CH:7][CH:8]=2)[C:13](=[O:21])[CH2:14]1. The catalyst class is: 4.